This data is from Reaction yield outcomes from USPTO patents with 853,638 reactions. The task is: Predict the reaction yield, written as a fraction of the theoretical maximum amount of product (1.0 means a 100% yield; for example, 0.34 means a 34% yield). (1) The reactants are [H-].[Na+].[CH3:3][CH2:4][O:5][C:6]([CH:8]([NH:14][C:15]([CH3:17])=[O:16])[C:9]([O:11][CH2:12][CH3:13])=[O:10])=[O:7].[C:18]([N:25]1[C:37]2[CH:36]=[CH:35][C:34]([CH2:38]Br)=[CH:33][C:32]=2[C:31]2[C:26]1=[CH:27][CH:28]=[CH:29][CH:30]=2)([O:20][C:21]([CH3:24])([CH3:23])[CH3:22])=[O:19]. The catalyst is C1COCC1. The product is [CH2:12]([O:11][C:9](=[O:10])[C:8]([NH:14][C:15](=[O:16])[CH3:17])([CH2:38][C:34]1[CH:35]=[CH:36][C:37]2[N:25]([C:18]([O:20][C:21]([CH3:24])([CH3:23])[CH3:22])=[O:19])[C:26]3[C:31]([C:32]=2[CH:33]=1)=[CH:30][CH:29]=[CH:28][CH:27]=3)[C:6]([O:5][CH2:4][CH3:3])=[O:7])[CH3:13]. The yield is 0.270. (2) The reactants are [CH3:1][O:2][C:3]([CH:5]1[CH:10]([C:11]([OH:13])=O)[CH:9]2[O:14][CH:6]1[CH2:7][CH2:8]2)=[O:4].ON1C2C=CC=CC=2N=N1.C(Cl)CCl.[CH3:29][N:30]1[CH2:35][CH2:34][NH:33][CH2:32][CH2:31]1. The catalyst is C(Cl)Cl. The product is [CH3:1][O:2][C:3]([CH:5]1[CH:10]([C:11]([N:33]2[CH2:34][CH2:35][N:30]([CH3:29])[CH2:31][CH2:32]2)=[O:13])[CH:9]2[O:14][CH:6]1[CH2:7][CH2:8]2)=[O:4]. The yield is 0.390. (3) The reactants are [F:1][C:2]1[CH:7]=[N:6][C:5]([C:8]2[CH:12]=[CH:11][NH:10][N:9]=2)=[C:4]2[NH:13][CH:14]=[C:15]([C:16](=[O:36])[C:17]([N:19]3[CH2:24][CH2:23][N:22]([C:25]4[N:29]([C:30]5[CH:35]=[CH:34][CH:33]=[CH:32][CH:31]=5)[N:28]=[N:27][N:26]=4)[CH2:21][CH2:20]3)=[O:18])[C:3]=12.[H-].[Na+].[CH3:39]I. The catalyst is CN(C=O)C. The product is [F:1][C:2]1[CH:7]=[N:6][C:5]([C:8]2[CH:12]=[CH:11][N:10]([CH3:39])[N:9]=2)=[C:4]2[NH:13][CH:14]=[C:15]([C:16](=[O:36])[C:17]([N:19]3[CH2:24][CH2:23][N:22]([C:25]4[N:29]([C:30]5[CH:31]=[CH:32][CH:33]=[CH:34][CH:35]=5)[N:28]=[N:27][N:26]=4)[CH2:21][CH2:20]3)=[O:18])[C:3]=12. The yield is 0.670. (4) The reactants are [Cl:1][C:2]1[CH:7]=[CH:6][C:5]([C:8]2[CH:13]=[CH:12][CH:11]=[CH:10][C:9]=2[C@@H:14]([OH:30])[CH:15]2[CH2:20][CH2:19][N:18]([C:21]3[CH:29]=[CH:28][C:24]([C:25](O)=[O:26])=[CH:23][CH:22]=3)[CH2:17][CH2:16]2)=[CH:4][CH:3]=1.[O:31]1[CH2:36][CH2:35][N:34]([CH2:37][CH2:38][C@@H:39]([NH:48][C:49]2[CH:54]=[CH:53][C:52]([S:55]([NH2:58])(=[O:57])=[O:56])=[CH:51][C:50]=2[S:59]([C:62]([F:65])([F:64])[F:63])(=[O:61])=[O:60])[CH2:40][S:41][C:42]2[CH:47]=[CH:46][CH:45]=[CH:44][CH:43]=2)[CH2:33][CH2:32]1.C(Cl)CCl. The catalyst is CN(C1C=CN=CC=1)C. The product is [Cl:1][C:2]1[CH:3]=[CH:4][C:5]([C:8]2[CH:13]=[CH:12][CH:11]=[CH:10][C:9]=2[C@@H:14]([OH:30])[CH:15]2[CH2:20][CH2:19][N:18]([C:21]3[CH:22]=[CH:23][C:24]([C:25]([NH:58][S:55]([C:52]4[CH:53]=[CH:54][C:49]([NH:48][C@H:39]([CH2:38][CH2:37][N:34]5[CH2:35][CH2:36][O:31][CH2:32][CH2:33]5)[CH2:40][S:41][C:42]5[CH:43]=[CH:44][CH:45]=[CH:46][CH:47]=5)=[C:50]([S:59]([C:62]([F:65])([F:63])[F:64])(=[O:61])=[O:60])[CH:51]=4)(=[O:56])=[O:57])=[O:26])=[CH:28][CH:29]=3)[CH2:17][CH2:16]2)=[CH:6][CH:7]=1. The yield is 0.415. (5) The reactants are [C:1]1(B(O)O)[CH:6]=[CH:5][CH:4]=[CH:3][CH:2]=1.[CH:10]([C:13]1[CH:18]=[CH:17][CH:16]=[C:15]([CH:19]([CH3:21])[CH3:20])[C:14]=1[NH:22][C:23]([NH:25][CH2:26][C:27]1([NH:32][C:33]2[CH:38]=[CH:37][C:36](I)=[CH:35][CH:34]=2)[CH2:31][CH2:30][CH2:29][CH2:28]1)=[O:24])([CH3:12])[CH3:11].C(=O)([O-])[O-].[K+].[K+].O. The catalyst is C1(C)C=CC=CC=1. The product is [C:36]1([C:1]2[CH:6]=[CH:5][CH:4]=[CH:3][CH:2]=2)[CH:35]=[CH:34][C:33]([NH:32][C:27]2([CH2:26][NH:25][C:23]([NH:22][C:14]3[C:13]([CH:10]([CH3:12])[CH3:11])=[CH:18][CH:17]=[CH:16][C:15]=3[CH:19]([CH3:21])[CH3:20])=[O:24])[CH2:28][CH2:29][CH2:30][CH2:31]2)=[CH:38][CH:37]=1. The yield is 0.570.